From a dataset of Peptide-MHC class I binding affinity with 185,985 pairs from IEDB/IMGT. Regression. Given a peptide amino acid sequence and an MHC pseudo amino acid sequence, predict their binding affinity value. This is MHC class I binding data. (1) The peptide sequence is GRYSVRYVR. The MHC is HLA-A26:01 with pseudo-sequence HLA-A26:01. The binding affinity (normalized) is 0.0847. (2) The peptide sequence is YPKFHRSAM. The MHC is HLA-B45:06 with pseudo-sequence HLA-B45:06. The binding affinity (normalized) is 0.213. (3) The peptide sequence is HFAIGLALY. The MHC is HLA-A01:01 with pseudo-sequence HLA-A01:01. The binding affinity (normalized) is 0. (4) The peptide sequence is VPVTTRDSF. The MHC is HLA-B07:02 with pseudo-sequence HLA-B07:02. The binding affinity (normalized) is 0.667. (5) The peptide sequence is RECGARVIL. The MHC is HLA-B08:01 with pseudo-sequence HLA-B08:01. The binding affinity (normalized) is 0.0847. (6) The peptide sequence is YSHYSHNPK. The MHC is HLA-A03:01 with pseudo-sequence HLA-A03:01. The binding affinity (normalized) is 0.500. (7) The peptide sequence is SLYSGFPSL. The MHC is HLA-A02:11 with pseudo-sequence HLA-A02:11. The binding affinity (normalized) is 1.00.